This data is from Forward reaction prediction with 1.9M reactions from USPTO patents (1976-2016). The task is: Predict the product of the given reaction. (1) The product is: [CH3:30][C@H:13]1[C:12](=[O:11])[N:16]([C:17]([O:19][C:20]([CH3:23])([CH3:22])[CH3:21])=[O:18])[C@H:15]([C:24]([O:26][CH3:27])=[O:25])[CH2:14]1. Given the reactants C[Si](C)(C)[N-][Si](C)(C)C.[Li+].[O:11]=[C:12]1[N:16]([C:17]([O:19][C:20]([CH3:23])([CH3:22])[CH3:21])=[O:18])[C@H:15]([C:24]([O:26][CH3:27])=[O:25])[CH2:14][CH2:13]1.CI.[CH3:30]C(O)=O, predict the reaction product. (2) Given the reactants [Br:1]N1C(=O)CCC1=O.[CH3:9][C:10]1[N:11]=[C:12]2[C:17](=[C:18]3[C:23]=1[CH:22]=[CH:21][CH:20]=[CH:19]3)[CH:16]=[CH:15][CH:14]=[CH:13]2, predict the reaction product. The product is: [Br:1][CH2:9][C:10]1[N:11]=[C:12]2[C:17](=[C:18]3[C:23]=1[CH:22]=[CH:21][CH:20]=[CH:19]3)[CH:16]=[CH:15][CH:14]=[CH:13]2.